Dataset: Acute oral toxicity (LD50) regression data from Zhu et al.. Task: Regression/Classification. Given a drug SMILES string, predict its toxicity properties. Task type varies by dataset: regression for continuous values (e.g., LD50, hERG inhibition percentage) or binary classification for toxic/non-toxic outcomes (e.g., AMES mutagenicity, cardiotoxicity, hepatotoxicity). Dataset: ld50_zhu. The drug is CCCCC(C)=O. The rat oral LD50 is 1.59, given as -log10 of the dose in mol/kg body weight (higher means more acutely toxic).